Task: Regression. Given a peptide amino acid sequence and an MHC pseudo amino acid sequence, predict their binding affinity value. This is MHC class I binding data.. Dataset: Peptide-MHC class I binding affinity with 185,985 pairs from IEDB/IMGT The peptide sequence is DEFVADIPS. The MHC is HLA-A02:01 with pseudo-sequence HLA-A02:01. The binding affinity (normalized) is 0.0847.